From a dataset of Cav3 T-type calcium channel HTS with 100,875 compounds. Binary Classification. Given a drug SMILES string, predict its activity (active/inactive) in a high-throughput screening assay against a specified biological target. (1) The drug is S=C(NC(=O)CC)NNC(=O)c1ccc([N+]([O-])=O)cc1. The result is 0 (inactive). (2) The drug is Clc1ccc(S(=O)(=O)NCCN2Cc3c(C2=O)cccc3)cc1. The result is 0 (inactive). (3) The drug is FC(F)(F)C1(NC(OCC)=O)C(=C(NC1=O)C)C(OC)=O. The result is 0 (inactive). (4) The drug is s1c2nc(nc(N3CCC(CC3)C)c2c(c1C(O)=O)C)C. The result is 0 (inactive). (5) The molecule is OC1(N(C2CCCCC2)C(=O)c2c1cccc2)Cc1ccccc1. The result is 0 (inactive). (6) The drug is FC(F)Oc1ccc(NC(=O)COC(=O)c2c(OC)cc(OC)cc2)cc1. The result is 0 (inactive). (7) The result is 0 (inactive). The molecule is Clc1sc(S(=O)(=O)NCc2nc3n(c2)ccc(c3)C)cc1.